Dataset: Full USPTO retrosynthesis dataset with 1.9M reactions from patents (1976-2016). Task: Predict the reactants needed to synthesize the given product. (1) Given the product [CH3:1][N:2]1[CH2:4][CH2:16][C@@H:31]([C:32]2[CH:37]=[C:36]([Cl:38])[CH:35]=[CH:34][C:33]=2[OH:39])[C@@H:30]1[C:25]1[CH:26]=[CH:27][CH:28]=[CH:29][C:24]=1[Cl:23], predict the reactants needed to synthesize it. The reactants are: [CH3:1][N+:2]([O-])([CH3:4])C.C[Si]([N-][Si](C)(C)C)(C)C.[Li+].[C:16]1(C)C=CC=CC=1.[Cl:23][C:24]1[CH:29]=[CH:28][CH:27]=[CH:26][C:25]=1/[CH:30]=[CH:31]/[C:32]1[CH:37]=[C:36]([Cl:38])[CH:35]=[CH:34][C:33]=1[OH:39].[Li+].C[Si]([N-][Si](C)(C)C)(C)C.C1(C)C=CC=CC=1. (2) Given the product [Br:1][C:2]1[CH:7]=[C:6]([CH3:8])[C:5]([C:16]#[N:17])=[C:4]([CH3:10])[CH:3]=1, predict the reactants needed to synthesize it. The reactants are: [Br:1][C:2]1[CH:7]=[C:6]([CH3:8])[C:5](N)=[C:4]([CH3:10])[CH:3]=1.N([O-])=O.[Na+].[Cu](C#N)[C:16]#[N:17].[C-]#N.[Na+].C(=O)([O-])[O-].[Na+].[Na+]. (3) Given the product [F:1][C:2]1[CH:22]=[CH:21][C:5]([O:6][C:7]2[CH:12]=[CH:11][N:10]=[C:9]([C:13]3[NH:17][CH:16]=[C:15]([C:18]([NH:74][CH2:73][CH2:72][CH2:71][N:68]4[CH2:69][CH2:70][O:65][CH2:66][CH2:67]4)=[O:19])[CH:14]=3)[CH:8]=2)=[CH:4][C:3]=1[NH:23][C:24]([C:26]1[O:27][CH:28]=[CH:29][C:30]=1[CH3:31])=[O:25], predict the reactants needed to synthesize it. The reactants are: [F:1][C:2]1[CH:22]=[CH:21][C:5]([O:6][C:7]2[CH:12]=[CH:11][N:10]=[C:9]([C:13]3[NH:17][CH:16]=[C:15]([C:18](O)=[O:19])[CH:14]=3)[CH:8]=2)=[CH:4][C:3]=1[NH:23][C:24]([C:26]1[O:27][CH:28]=[CH:29][C:30]=1[CH3:31])=[O:25].CN(C(ON1N=NC2C=CC=NC1=2)=[N+](C)C)C.F[P-](F)(F)(F)(F)F.C(N(CC)C(C)C)(C)C.[O:65]1[CH2:70][CH2:69][N:68]([CH2:71][CH2:72][CH2:73][NH2:74])[CH2:67][CH2:66]1.